From a dataset of Peptide-MHC class II binding affinity with 134,281 pairs from IEDB. Regression. Given a peptide amino acid sequence and an MHC pseudo amino acid sequence, predict their binding affinity value. This is MHC class II binding data. (1) The peptide sequence is SLGEAWTGGGSDKAL. The MHC is DRB1_0901 with pseudo-sequence DRB1_0901. The binding affinity (normalized) is 0.206. (2) The peptide sequence is EVIPTAFSIGKTYKP. The MHC is DRB1_0301 with pseudo-sequence DRB1_0301. The binding affinity (normalized) is 0.0731. (3) The MHC is DRB1_0802 with pseudo-sequence DRB1_0802. The binding affinity (normalized) is 0.563. The peptide sequence is SQDLELSMNLNGLQAY. (4) The peptide sequence is RIDTPDKLTGPFTVR. The MHC is HLA-DQA10102-DQB10502 with pseudo-sequence HLA-DQA10102-DQB10502. The binding affinity (normalized) is 0. (5) The peptide sequence is TLGSTSADEVQRMMA. The MHC is DRB1_1101 with pseudo-sequence DRB1_1101. The binding affinity (normalized) is 0.0541. (6) The peptide sequence is GEALSTLVLNRLKVG. The MHC is DRB1_0802 with pseudo-sequence DRB1_0802. The binding affinity (normalized) is 0.514. (7) The peptide sequence is APEVKYTVFETAKKK. The MHC is HLA-DQA10101-DQB10501 with pseudo-sequence HLA-DQA10101-DQB10501. The binding affinity (normalized) is 0.0452. (8) The peptide sequence is ARMWIQAATTMASYQ. The MHC is DRB1_0901 with pseudo-sequence DRB1_0901. The binding affinity (normalized) is 0.440. (9) The peptide sequence is VFGYRKPLDNIKDNV. The MHC is DRB1_0301 with pseudo-sequence DRB1_0301. The binding affinity (normalized) is 0. (10) The peptide sequence is AVGIVSILLSSLLKN. The MHC is DRB1_1501 with pseudo-sequence DRB1_1501. The binding affinity (normalized) is 0.930.